Predict which catalyst facilitates the given reaction. From a dataset of Catalyst prediction with 721,799 reactions and 888 catalyst types from USPTO. (1) Reactant: FC(F)(F)C(O)=O.[NH2:8][C@H:9]([C:11]([NH:13][C@H:14]([C:16]([OH:18])=[O:17])[CH3:15])=[O:12])[CH3:10].C(N(CC)CC)C.[OH:26][C:27]1[C:28]([C:33](OC)=[O:34])=[N:29][CH:30]=[CH:31][N:32]=1. Product: [O:26]=[C:27]1[NH:32][CH:31]=[CH:30][N:29]=[C:28]1[C:33]([NH:8][C@@H:9]([CH3:10])[C:11]([NH:13][C@@H:14]([CH3:15])[C:16]([OH:18])=[O:17])=[O:12])=[O:34]. The catalyst class is: 16. (2) Reactant: [CH3:1][C:2]1[O:6][N:5]=[C:4]([C:7]2[CH:12]=[CH:11][CH:10]=[CH:9][CH:8]=2)[C:3]=1[C:13]1[CH:18]=[CH:17][C:16]([S:19](Cl)(=[O:21])=[O:20])=[CH:15][CH:14]=1.C([O:26][CH2:27][CH3:28])(=O)C. Product: [CH3:1][C:2]1[O:6][N:5]=[C:4]([C:7]2[CH:12]=[CH:11][CH:10]=[CH:9][CH:8]=2)[C:3]=1[C:13]1[CH:18]=[CH:17][C:16]([S:19]([N:5]2[CH2:4][CH2:3][CH2:2][C@H:28]2[CH2:27][OH:26])(=[O:21])=[O:20])=[CH:15][CH:14]=1. The catalyst class is: 1. (3) Reactant: C([O:5][C:6]([C:8]1([CH2:11][CH2:12][CH2:13][CH2:14][C:15](=[O:30])[CH2:16][CH2:17][CH2:18][CH2:19][C:20]2([C:23]([O:25]C(C)(C)C)=[O:24])[CH2:22][CH2:21]2)[CH2:10][CH2:9]1)=[O:7])(C)(C)C. Product: [C:23]([C:20]1([CH2:19][CH2:18][CH2:17][CH2:16][C:15](=[O:30])[CH2:14][CH2:13][CH2:12][CH2:11][C:8]2([C:6]([OH:7])=[O:5])[CH2:9][CH2:10]2)[CH2:22][CH2:21]1)([OH:25])=[O:24]. The catalyst class is: 106. (4) Reactant: [C:1]([C:4]1[CH:5]=[C:6]([C:10]2[N:15]=[C:14]([C:16]#[N:17])[CH:13]=[CH:12][CH:11]=2)[CH:7]=[CH:8][CH:9]=1)(=[O:3])[CH3:2].[N-:18]=[N+:19]=[N-:20].[Na+].[Cl-].[NH4+].C(Cl)Cl.CO. The catalyst class is: 3. Product: [NH:18]1[C:16]([C:14]2[N:15]=[C:10]([C:6]3[CH:5]=[C:4]([C:1](=[O:3])[CH3:2])[CH:9]=[CH:8][CH:7]=3)[CH:11]=[CH:12][CH:13]=2)=[N:17][N:20]=[N:19]1. (5) Reactant: [NH:1]1[C:9]2[C:4](=[CH:5][C:6]([N:10]3[C:14]4=[N:15][CH:16]=[CH:17][CH:18]=[C:13]4[N:12]([CH:19]([CH3:21])[CH3:20])[C:11]3=[O:22])=[CH:7][CH:8]=2)[CH2:3][CH2:2]1.Cl[C:24]1[NH:32][C:27]2=[N:28][CH:29]=[CH:30][CH:31]=[C:26]2[N:25]=1.C([O-])(O)=O.[Na+]. Product: [N:25]1[C:26]2[C:27](=[N:28][CH:29]=[CH:30][CH:31]=2)[NH:32][C:24]=1[N:1]1[C:9]2[C:4](=[CH:5][C:6]([N:10]3[C:14]4=[N:15][CH:16]=[CH:17][CH:18]=[C:13]4[N:12]([CH:19]([CH3:20])[CH3:21])[C:11]3=[O:22])=[CH:7][CH:8]=2)[CH2:3][CH2:2]1. The catalyst class is: 37. (6) Reactant: [OH-].[K+].COC([CH:7]1[C:9]([CH2:11][CH2:12][CH2:13][C:14]([O:18][CH3:19])([CH3:17])[CH2:15][CH3:16])([CH3:10])[O:8]1)=O.Cl.P(=O)(O)(O)O. Product: [CH3:19][O:18][C:14]([CH3:17])([CH2:15][CH3:16])[CH2:13][CH2:12][CH2:11][CH:9]([CH3:10])[CH:7]=[O:8]. The catalyst class is: 6.